From a dataset of Full USPTO retrosynthesis dataset with 1.9M reactions from patents (1976-2016). Predict the reactants needed to synthesize the given product. (1) Given the product [O:1]1[CH:5]=[CH:4][C:3]([CH2:6][N:7]2[C:15]3[C:10](=[CH:11][C:12]([O:16][CH3:17])=[CH:13][CH:14]=3)[C:9]([CH:18]3[CH2:23][CH2:22][N:21]([CH2:35][CH2:34][O:33][C:28]4[CH:29]=[CH:30][CH:31]=[CH:32][C:27]=4[C:26]([OH:37])=[O:25])[CH2:20][CH2:19]3)=[CH:8]2)=[CH:2]1, predict the reactants needed to synthesize it. The reactants are: [O:1]1[CH:5]=[CH:4][C:3]([CH2:6][N:7]2[C:15]3[C:10](=[CH:11][C:12]([O:16][CH3:17])=[CH:13][CH:14]=3)[C:9]([CH:18]3[CH2:23][CH2:22][NH:21][CH2:20][CH2:19]3)=[CH:8]2)=[CH:2]1.C[O:25][C:26](=[O:37])[C:27]1[CH:32]=[CH:31][CH:30]=[CH:29][C:28]=1[O:33][CH2:34][CH2:35]Cl. (2) Given the product [CH2:16]([N:15]1[C:14]2[CH:18]=[CH:19][CH:20]=[CH:21][C:13]=2[N:12]=[C:11]1[CH:8]([C:6]1[CH:5]=[CH:4][N:3]=[C:2]([NH:22][CH:23]([CH3:24])[CH2:25][CH2:26][CH3:27])[N:7]=1)[C:9]#[N:10])[CH3:17], predict the reactants needed to synthesize it. The reactants are: Cl[C:2]1[N:7]=[C:6]([CH:8]([CH:11]2[N:15]([CH2:16][CH3:17])[C:14]3[CH:18]=[CH:19][CH:20]=[CH:21][C:13]=3[NH:12]2)[C:9]#[N:10])[CH:5]=[CH:4][N:3]=1.[NH2:22][CH:23]([CH2:25][CH2:26][CH3:27])[CH3:24]. (3) Given the product [CH2:2]([CH:6]1[CH2:11][CH2:10][CH2:9][N:8]([CH2:12][C@@H:13]2[CH2:18][CH2:17][CH2:16][CH2:15][C@H:14]2[NH:19][C:29](=[O:30])[CH2:28][CH2:27][C:24]2[CH:25]=[CH:26][C:21]([Cl:20])=[CH:22][CH:23]=2)[CH2:7]1)[CH2:3][CH2:4][CH3:5], predict the reactants needed to synthesize it. The reactants are: Cl.[CH2:2]([CH:6]1[CH2:11][CH2:10][CH2:9][N:8]([CH2:12][C@@H:13]2[CH2:18][CH2:17][CH2:16][CH2:15][C@H:14]2[NH2:19])[CH2:7]1)[CH2:3][CH2:4][CH3:5].[Cl:20][C:21]1[CH:26]=[CH:25][C:24]([CH2:27][CH2:28][C:29](O)=[O:30])=[CH:23][CH:22]=1.CN(C(ON1N=NC2C=CC=NC1=2)=[N+](C)C)C.F[P-](F)(F)(F)(F)F.C(N(C(C)C)CC)(C)C. (4) Given the product [CH2:35]([O:34][C:32](=[O:33])[N:25]([C:4]1[C:3]([O:2][CH3:1])=[CH:8][N:7]=[C:6]([C:9]2[C:17]3[C:12](=[CH:13][CH:14]=[CH:15][CH:16]=3)[NH:11][N:10]=2)[N:5]=1)[C:26]1[CH:27]=[CH:28][N:29]=[CH:30][CH:31]=1)[CH:36]=[CH2:37], predict the reactants needed to synthesize it. The reactants are: [CH3:1][O:2][C:3]1[C:4]([N:25]([C:32]([O:34][CH2:35][CH:36]=[CH2:37])=[O:33])[C:26]2[CH:31]=[CH:30][N:29]=[CH:28][CH:27]=2)=[N:5][C:6]([C:9]2[C:17]3[C:12](=[CH:13][CH:14]=[CH:15][CH:16]=3)[N:11](C(OC(C)(C)C)=O)[N:10]=2)=[N:7][CH:8]=1.[H][H]. (5) The reactants are: [Cl:1][C:2]([Cl:19])=[CH:3][CH2:4][O:5][C:6]1[CH:16]=[C:15]([Cl:17])[C:9]([O:10][CH2:11][CH2:12][CH2:13]Br)=[C:8]([Cl:18])[CH:7]=1.[CH3:20][C:21]1[O:22][C:23]2[CH:29]=[C:28]([OH:30])[CH:27]=[CH:26][C:24]=2[N:25]=1.C(=O)([O-])[O-].[K+].[K+]. Given the product [Cl:1][C:2]([Cl:19])=[CH:3][CH2:4][O:5][C:6]1[CH:16]=[C:15]([Cl:17])[C:9]([O:10][CH2:11][CH2:12][CH2:13][O:30][C:28]2[CH:27]=[CH:26][C:24]3[N:25]=[C:21]([CH3:20])[O:22][C:23]=3[CH:29]=2)=[C:8]([Cl:18])[CH:7]=1, predict the reactants needed to synthesize it. (6) The reactants are: C(O[CH:4]=[CH:5][C:6]([O:8][CH2:9][CH3:10])=[O:7])C.BrN1C(=O)CCC1=O.[C:19]([CH:22]1[CH2:27][CH2:26][N:25](C(OC(C)(C)C)=O)[CH2:24][CH2:23]1)(=[S:21])[NH2:20].[OH-].[NH4+]. Given the product [NH:25]1[CH2:26][CH2:27][CH:22]([C:19]2[S:21][C:5]([C:6]([O:8][CH2:9][CH3:10])=[O:7])=[CH:4][N:20]=2)[CH2:23][CH2:24]1, predict the reactants needed to synthesize it.